This data is from Reaction yield outcomes from USPTO patents with 853,638 reactions. The task is: Predict the reaction yield, written as a fraction of the theoretical maximum amount of product (1.0 means a 100% yield; for example, 0.34 means a 34% yield). (1) The reactants are Cl[C:2]1[N:12]=[C:11]2[C:5]([N:6]([CH3:22])[C:7](=[O:21])[CH2:8][CH2:9][N:10]2[CH2:13][CH2:14][N:15]2[CH2:20][CH2:19][O:18][CH2:17][CH2:16]2)=[CH:4][N:3]=1.[NH2:23][C:24]1[CH:39]=[CH:38][C:27]([C:28]([NH:30][CH:31]2[CH2:36][CH2:35]N(C)[CH2:33][CH2:32]2)=[O:29])=[CH:26][C:25]=1[O:40][CH3:41].O.[C:43]1(C)C=CC(S(O)(=O)=O)=CC=1.CO. The catalyst is CC(O)C. The product is [CH:31]1([NH:30][C:28](=[O:29])[C:27]2[CH:38]=[CH:39][C:24]([NH:23][C:2]3[N:12]=[C:11]4[C:5]([N:6]([CH3:22])[C:7](=[O:21])[CH2:8][CH2:9][N:10]4[CH2:13][CH2:14][N:15]4[CH2:20][CH2:19][O:18][CH2:17][CH2:16]4)=[CH:4][N:3]=3)=[C:25]([O:40][CH3:41])[CH:26]=2)[CH2:32][CH2:33][CH2:43][CH2:35][CH2:36]1. The yield is 0.360. (2) The product is [ClH:26].[NH2:18][C:16]1[N:17]=[C:12]([C:9]2[CH:10]=[CH:11][C:6]([S:3]([NH:2][CH3:1])(=[O:4])=[O:5])=[CH:7][CH:8]=2)[CH:13]=[CH:14][CH:15]=1. The reactants are [CH3:1][NH:2][S:3]([C:6]1[CH:11]=[CH:10][C:9]([C:12]2[N:17]=[C:16]([NH:18]C(=O)OC(C)(C)C)[CH:15]=[CH:14][CH:13]=2)=[CH:8][CH:7]=1)(=[O:5])=[O:4].[ClH:26].CO. The catalyst is CO. The yield is 0.710.